Dataset: HIV replication inhibition screening data with 41,000+ compounds from the AIDS Antiviral Screen. Task: Binary Classification. Given a drug SMILES string, predict its activity (active/inactive) in a high-throughput screening assay against a specified biological target. (1) The molecule is O=CC1CCCc2ccccc21. The result is 0 (inactive). (2) The compound is CCc1cccc(C)c1NC(=O)CCc1nnc(SC)o1. The result is 0 (inactive).